Dataset: Full USPTO retrosynthesis dataset with 1.9M reactions from patents (1976-2016). Task: Predict the reactants needed to synthesize the given product. (1) The reactants are: [CH3:1][O:2][C:3]([C@H:5]1[CH2:8][CH2:7][C@H:6]1[C:9]([OH:11])=O)=[O:4].S(Cl)(Cl)=O.[Br:16][C:17]1[S:18][CH:19]=[CH:20][CH:21]=1.[Cl-].[Cl-].[Cl-].[Al+3]. Given the product [Br:16][C:17]1[S:18][C:19]([C:9]([C@@H:6]2[CH2:7][CH2:8][C@H:5]2[C:3]([O:2][CH3:1])=[O:4])=[O:11])=[CH:20][CH:21]=1, predict the reactants needed to synthesize it. (2) Given the product [CH:1]1([NH:7][C:8]2[C:9]3[N:10]([CH:16]=[CH:17][CH:18]=3)[N:11]=[CH:12][C:13]=2[C:14]([NH2:15])=[O:19])[CH2:2][CH2:3][CH2:4][CH2:5][CH2:6]1, predict the reactants needed to synthesize it. The reactants are: [CH:1]1([NH:7][C:8]2[C:9]3[N:10]([CH:16]=[CH:17][CH:18]=3)[N:11]=[CH:12][C:13]=2[C:14]#[N:15])[CH2:6][CH2:5][CH2:4][CH2:3][CH2:2]1.[OH-:19].[NH4+].OO. (3) Given the product [N:1]1([C:6]2[CH:7]=[C:8]([CH:12]=[CH:13][CH:14]=2)[C:9]([NH2:20])=[O:10])[CH:5]=[CH:4][CH:3]=[N:2]1, predict the reactants needed to synthesize it. The reactants are: [N:1]1([C:6]2[CH:7]=[C:8]([CH:12]=[CH:13][CH:14]=2)[C:9](O)=[O:10])[CH:5]=[CH:4][CH:3]=[N:2]1.S(Cl)(Cl)=O.C[N:20](C=O)C.C([O-])(=O)C.[NH4+]. (4) Given the product [F:51][C:42]1[CH:41]=[C:40]([NH:39][C:37](=[O:38])[C@@H:19]([NH:18][C:16]([C@H:13]2[CH2:12][CH2:11][C@H:10]([CH2:9][NH:8][C:6](=[O:7])[O:5][C:1]([CH3:3])([CH3:2])[CH3:4])[CH2:15][CH2:14]2)=[O:17])[CH2:20][C:21]2[CH:22]=[CH:23][C:24]([C:27]3[CH:32]=[CH:31][C:30]([C:33](=[O:34])[NH:55][CH:52]([CH3:54])[CH3:53])=[CH:29][C:28]=3[CH3:36])=[CH:25][CH:26]=2)[CH:45]=[CH:44][C:43]=1[C:46]1[N:47]=[N:48][NH:49][N:50]=1, predict the reactants needed to synthesize it. The reactants are: [C:1]([O:5][C:6]([NH:8][CH2:9][C@H:10]1[CH2:15][CH2:14][C@H:13]([C:16]([NH:18][C@H:19]([C:37]([NH:39][C:40]2[CH:45]=[CH:44][C:43]([C:46]3[N:47]=[N:48][NH:49][N:50]=3)=[C:42]([F:51])[CH:41]=2)=[O:38])[CH2:20][C:21]2[CH:26]=[CH:25][C:24]([C:27]3[CH:32]=[CH:31][C:30]([C:33](O)=[O:34])=[CH:29][C:28]=3[CH3:36])=[CH:23][CH:22]=2)=[O:17])[CH2:12][CH2:11]1)=[O:7])([CH3:4])([CH3:3])[CH3:2].[CH:52]([NH2:55])([CH3:54])[CH3:53].C(N(CC)C(C)C)(C)C.F[P-](F)(F)(F)(F)F.CN(C(ON1C2=NC=CC=C2N=N1)=[N+](C)C)C. (5) Given the product [Cl:6][C:7]1[CH:12]=[C:11]([C:10]([O:13][CH2:14][O:15][CH3:16])=[CH:9][N:8]=1)[CH:19]=[O:20], predict the reactants needed to synthesize it. The reactants are: C([Li])(C)(C)C.[Cl:6][C:7]1[CH:12]=[CH:11][C:10]([O:13][CH2:14][O:15][CH3:16])=[CH:9][N:8]=1.CN(C)[CH:19]=[O:20].[NH4+].[Cl-]. (6) Given the product [CH2:7]([NH:8][CH2:9][CH3:10])[CH3:5].[CH3:32][C:29]1[N:30]=[CH:31][C:26]([C:24]([NH:23][C@@H:13]2[C:12](=[O:33])[N:11]3[CH2:34][C@H:35]([O:37][C:38]4[N:39]=[C:40]5[C:45](=[C:46]6[C:51]=4[CH:50]=[CH:49][CH:48]=[CH:47]6)[CH:44]=[CH:43][CH:42]=[CH:41]5)[CH2:36][C@H:10]3[C:9](=[O:52])[NH:8][C@:7]3([C:5]([OH:6])=[O:4])[CH2:22][C@H:21]3[CH:20]=[CH:19][CH2:18][CH2:17][CH2:16][CH2:15][CH2:14]2)=[O:25])=[N:27][CH:28]=1, predict the reactants needed to synthesize it. The reactants are: Cl.C([O:4][C:5]([C@@:7]12[CH2:22][C@H:21]1[CH:20]=[CH:19][CH2:18][CH2:17][CH2:16][CH2:15][CH2:14][C@H:13]([NH:23][C:24]([C:26]1[CH:31]=[N:30][C:29]([CH3:32])=[CH:28][N:27]=1)=[O:25])[C:12](=[O:33])[N:11]1[CH2:34][C@H:35]([O:37][C:38]3[N:39]=[C:40]4[C:45](=[C:46]5[C:51]=3[CH:50]=[CH:49][CH:48]=[CH:47]5)[CH:44]=[CH:43][CH:42]=[CH:41]4)[CH2:36][C@H:10]1[C:9](=[O:52])[NH:8]2)=[O:6])C.O[Li].O.[Na+].[Cl-].CC1CCCO1. (7) Given the product [CH:1]1([CH2:4][O:5][C:6]2[N:11]=[C:10]([C:12]([N:14]3[CH2:18][CH2:17][CH2:16][CH:15]3[C:19]([NH2:30])=[O:20])=[O:13])[CH:9]=[CH:8][C:7]=2[N:22]2[CH2:23][C:24]([F:27])([F:26])[CH2:25]2)[CH2:3][CH2:2]1, predict the reactants needed to synthesize it. The reactants are: [CH:1]1([CH2:4][O:5][C:6]2[N:11]=[C:10]([C:12]([N:14]3[CH2:18][CH2:17][CH2:16][CH:15]3[C:19](O)=[O:20])=[O:13])[CH:9]=[CH:8][C:7]=2[N:22]2[CH2:25][C:24]([F:27])([F:26])[CH2:23]2)[CH2:3][CH2:2]1.C(N1C=CN=C1)([N:30]1C=CN=C1)=O. (8) Given the product [C:1]([N:9]1[CH2:15][CH2:14][CH:13]([Br:21])[C:12](=[O:16])[C:11]2[CH:17]=[CH:18][CH:19]=[CH:20][C:10]1=2)(=[O:8])[C:2]1[CH:3]=[CH:4][CH:5]=[CH:6][CH:7]=1, predict the reactants needed to synthesize it. The reactants are: [C:1]([N:9]1[CH2:15][CH2:14][CH2:13][C:12](=[O:16])[C:11]2[CH:17]=[CH:18][CH:19]=[CH:20][C:10]1=2)(=[O:8])[C:2]1[CH:7]=[CH:6][CH:5]=[CH:4][CH:3]=1.[Br:21]Br.C(N(CC)CC)C.